From a dataset of CYP1A2 inhibition data for predicting drug metabolism from PubChem BioAssay. Regression/Classification. Given a drug SMILES string, predict its absorption, distribution, metabolism, or excretion properties. Task type varies by dataset: regression for continuous measurements (e.g., permeability, clearance, half-life) or binary classification for categorical outcomes (e.g., BBB penetration, CYP inhibition). Dataset: cyp1a2_veith. (1) The molecule is COC(=O)[C@H]1C[C@@H]1[C@H](NP(=O)(c1ccccc1)c1ccccc1)c1ccccc1. The result is 0 (non-inhibitor). (2) The molecule is O=C(NC1(C(F)(F)F)C(=O)Nc2c1c(=O)[nH]c(=O)n2-c1ccc(F)cc1)c1cccnc1. The result is 0 (non-inhibitor). (3) The drug is O=C(CSc1nnc(-c2ccco2)n1-c1ccccc1)NCc1ccco1. The result is 0 (non-inhibitor). (4) The compound is C[C@@H](Cc1ccc(Cl)cc1Cl)NO.Cc1ccc(S(=O)(=O)O)cc1. The result is 1 (inhibitor). (5) The drug is CC(=O)NC(=S)Nc1ccc(-c2nc3ccc(C)cc3s2)cc1. The result is 0 (non-inhibitor). (6) The molecule is Cc1noc(C)c1C(=O)N1CCC2(CCN(Cc3ccccc3)CC2)CC1. The result is 0 (non-inhibitor). (7) The molecule is COc1cc(OC)c(OC)cc1C=NCC1(c2ccccc2)CCCC1.Cl. The result is 1 (inhibitor). (8) The compound is Nc1ncnc2c1nc(Br)n2[C@@H]1O[C@H]2COP(=O)([O-])O[C@@H]2[C@H]1O.[Na+]. The result is 0 (non-inhibitor).